This data is from Forward reaction prediction with 1.9M reactions from USPTO patents (1976-2016). The task is: Predict the product of the given reaction. (1) Given the reactants [CH3:1][C:2]1[C:6](=[O:7])[O:5][CH2:4][C:3]=1[N:8]1[CH2:12][CH2:11][C:10]2([CH2:17][CH2:16][NH:15][CH2:14][CH2:13]2)[C:9]1=[O:18].[CH3:19][C:20]1[C:28]([C@H:29]2[CH2:31][O:30]2)=[CH:27][CH:26]=[C:25]2[C:21]=1[CH2:22][O:23][C:24]2=[O:32], predict the reaction product. The product is: [OH:30][C@@H:29]([C:28]1[CH:27]=[CH:26][C:25]2[C:24](=[O:32])[O:23][CH2:22][C:21]=2[C:20]=1[CH3:19])[CH2:31][N:15]1[CH2:16][CH2:17][C:10]2([C:9](=[O:18])[N:8]([C:3]3[CH2:4][O:5][C:6](=[O:7])[C:2]=3[CH3:1])[CH2:12][CH2:11]2)[CH2:13][CH2:14]1. (2) Given the reactants [Br:1][C:2]1[CH:11]=[C:10]([CH3:12])[CH:9]=[CH:8][C:3]=1[C:4]([O:6][CH3:7])=[O:5].[O-:13][Mn](=O)(=O)=O.[K+].C1OCCOCCOCCOCCOCCOC1.CC(O)(C)C.[OH2:42], predict the reaction product. The product is: [Br:1][C:2]1[CH:11]=[C:10]([CH:9]=[CH:8][C:3]=1[C:4]([O:6][CH3:7])=[O:5])[C:12]([OH:13])=[O:42].